Dataset: Reaction yield outcomes from USPTO patents with 853,638 reactions. Task: Predict the reaction yield, written as a fraction of the theoretical maximum amount of product (1.0 means a 100% yield; for example, 0.34 means a 34% yield). The reactants are C([O:3][C:4]([C:6]1[N:7]=[N:8][C:9]([NH:12][CH2:13][C:14]2[C:15]([C:20]3[CH:25]=[CH:24][C:23]([F:26])=[CH:22][CH:21]=3)=[N:16][O:17][C:18]=2[CH3:19])=[CH:10][CH:11]=1)=O)C.COC(C1N=NC(NCC2[C:40]([C:45]3[CH:50]=[CH:49]C=CC=3)=[N:41]OC=2C)=CC=1)=O. No catalyst specified. The product is [CH:45]1([CH2:40][NH:41][C:4]([C:6]2[N:7]=[N:8][C:9]([NH:12][CH2:13][C:14]3[C:15]([C:20]4[CH:21]=[CH:22][C:23]([F:26])=[CH:24][CH:25]=4)=[N:16][O:17][C:18]=3[CH3:19])=[CH:10][CH:11]=2)=[O:3])[CH2:50][CH2:49]1. The yield is 0.910.